From a dataset of B-cell epitopes from IEDB database with 3,159 antigens for binding position prediction. Token-level Classification. Given an antigen amino acid sequence, predict which amino acid positions are active epitope sites capable of antibody binding. Output is a list of indices for active positions. (1) Given the antigen sequence: MKKTLIALAIAASAASGMAHAWMTGDFNGSVDIGGSITADDYRQKWEWKVGTGLNGFGNVLNDLTNGGTKLTITVTGNKPILLGRTKEAFATPVSGGVDGIPQIAFTDYEGASVKLRNTDGETNKGLAYFVLPMKNAEGTKVGSVKVNASYAGVFGKGGVTSADGELFSLFADGLRAIFYGGLTTTVSGAALTSGSAAAARTELFGSLSRNDILGQIQRVNANITSLVDVAGSYREDMEYTDGTVVSAAYALGIANGQTIEATFNQAVTTSTQWSAPLNVAITYY, which amino acid positions are active epitope sites? The epitope positions are: [114, 115, 116, 117, 118, 119, 120, 121, 122, 123, 124, 125]. The amino acids at these positions are: KLRNTDGETNKG. (2) Given the antigen sequence: MPKERRSRRRPQPIIRWVSLTLTLLALCRPIQTWRCSLSLGNQQWMTAYNQEAKFSISIDQILEAHNQSPFCAKSPRYTLDSVNGYPKIYWPPPQGRRRFGARAMVTYDCEPRCPYVGADRFDCPHWDNASQADQGSFYVNHQILFLHLKQCHGIFTLTWEIWGYDPLITFSLHKIPDPPQPDFPQLNSDWVPSVRSWALLLNQTARAFPDCAICWEPSPPWAPEILVYNKTISSSGPGLALPDAQIFWVNSSSFNTTQGWHHPSQRLLFNVSQGNALLLPPISLVNLSTASSAPPTRVRRSPVAALTLGLALSVGLTGINVAVSALSHQRLTSLIHVLEQDQQRLITAINQTHYNLLNVASVVAQNRRGLDWLYIRLGFQSLCPTINEPCCFLRIQNDSIILRGDLQPLSQRVSTDWQWPWNWDLGLTAWVRETIHSVLSLFLLALFLLFLAPCLIKCLTSRLLKLLRQAPHFPEISLTPKPDSDYQALLPSAPEIYSH..., which amino acid positions are active epitope sites? The epitope positions are: [71, 72, 73, 74, 75, 76, 77, 78, 79, 80]. The amino acids at these positions are: CAKSPRYTLD.